The task is: Predict the product of the given reaction.. This data is from Forward reaction prediction with 1.9M reactions from USPTO patents (1976-2016). (1) Given the reactants [O:1]=[C:2]1[C:10]2[C:5](=[CH:6][CH:7]=[CH:8][CH:9]=2)[C:4](=[O:11])[N:3]1[CH2:12][C:13]1[N:14]=[C:15]2[CH:20]=[CH:19][CH:18]=[CH:17][N:16]2[C:21]=1[CH:22]=O.C(O)(=O)C.[CH3:28][N:29]1[CH2:34][CH2:33][NH:32][CH2:31][CH2:30]1.C(O[BH-](OC(=O)C)OC(=O)C)(=O)C.[Na+].C(=O)([O-])[O-].[Na+].[Na+], predict the reaction product. The product is: [CH3:28][N:29]1[CH2:34][CH2:33][N:32]([CH2:22][C:21]2[N:16]3[CH:17]=[CH:18][CH:19]=[CH:20][C:15]3=[N:14][C:13]=2[CH2:12][N:3]2[C:4](=[O:11])[C:5]3[C:10](=[CH:9][CH:8]=[CH:7][CH:6]=3)[C:2]2=[O:1])[CH2:31][CH2:30]1. (2) Given the reactants Br[C:2]1[CH:7]=[CH:6][CH:5]=[C:4]([S:8]([CH3:11])(=[O:10])=[O:9])[CH:3]=1.C(N(CC)CC)C.[C:19]([Si:21]([CH3:24])([CH3:23])[CH3:22])#[CH:20], predict the reaction product. The product is: [CH3:11][S:8]([C:4]1[CH:3]=[C:2]([C:20]#[C:19][Si:21]([CH3:24])([CH3:23])[CH3:22])[CH:7]=[CH:6][CH:5]=1)(=[O:10])=[O:9]. (3) The product is: [CH2:26]([N:33]1[C:42]2[CH2:41][CH2:40][C:38](=[O:18])[CH2:37][C:36]=2[C:35]([C:43]2[CH:48]=[CH:47][C:46]([Cl:49])=[CH:45][CH:44]=2)=[N:34]1)[C:27]1[CH:32]=[CH:31][CH:30]=[CH:29][CH:28]=1. Given the reactants C(N1C2CCC(=N[OH:18])CC=2C(C2C=CC(Cl)=CC=2)=N1)C1C=CC=CC=1.[CH2:26]([N:33]1[C:42]2[CH2:41][CH2:40]N[CH2:38][CH2:37][C:36]=2[C:35]([C:43]2[CH:48]=[CH:47][C:46]([Cl:49])=[CH:45][CH:44]=2)=[N:34]1)[C:27]1[CH:32]=[CH:31][CH:30]=[CH:29][CH:28]=1.Cl, predict the reaction product. (4) Given the reactants [C:1]([C:5]1[CH:12]=[C:11]([C:13]([CH3:16])([CH3:15])[CH3:14])[CH:10]=[C:7]([CH:8]=O)[C:6]=1[OH:17])([CH3:4])([CH3:3])[CH3:2].[CH:18]([NH2:21])([CH3:20])[CH3:19], predict the reaction product. The product is: [CH3:19][CH:18]([NH:21][CH2:8][C:7]1[CH:10]=[C:11]([C:13]([CH3:16])([CH3:15])[CH3:14])[CH:12]=[C:5]([C:1]([CH3:4])([CH3:3])[CH3:2])[C:6]=1[OH:17])[CH3:20].